This data is from Reaction yield outcomes from USPTO patents with 853,638 reactions. The task is: Predict the reaction yield, written as a fraction of the theoretical maximum amount of product (1.0 means a 100% yield; for example, 0.34 means a 34% yield). (1) The reactants are Cl[S:2]([C:5]1[CH:6]=[C:7]2[C:11](=[CH:12][CH:13]=1)[NH:10][C:9](=[O:14])[CH2:8]2)(=[O:4])=[O:3].[CH:15]([NH2:18])([CH3:17])[CH3:16].N1C=CC=CC=1. The catalyst is ClCCl. The product is [CH:15]([NH:18][S:2]([C:5]1[CH:6]=[C:7]2[C:11](=[CH:12][CH:13]=1)[NH:10][C:9](=[O:14])[CH2:8]2)(=[O:4])=[O:3])([CH3:17])[CH3:16]. The yield is 0.450. (2) The reactants are Br[C:2]1[N:26]([S:27]([C:30]2[CH:35]=[CH:34][CH:33]=[CH:32][CH:31]=2)(=[O:29])=[O:28])[C:5]2[N:6]=[CH:7][C:8]3[CH2:13][N:12]([C:14]4[CH:19]=[C:18]([O:20][CH3:21])[CH:17]=[C:16]([O:22][CH3:23])[CH:15]=4)[C:11](=[O:24])[N:10]([CH3:25])[C:9]=3[C:4]=2[CH:3]=1.[CH3:36][N:37]1[CH2:42][CH2:41][N:40]([C:43]2[CH:48]=[CH:47][C:46](B3OC(C)(C)C(C)(C)O3)=[CH:45][CH:44]=2)[CH2:39][CH2:38]1.ClCCl.C(=O)([O-])[O-].[K+].[K+]. The catalyst is O1CCOCC1.C1C=CC(P(C2C=CC=CC=2)[C-]2C=CC=C2)=CC=1.C1C=CC(P(C2C=CC=CC=2)[C-]2C=CC=C2)=CC=1.Cl[Pd]Cl.[Fe+2].O. The product is [CH3:23][O:22][C:16]1[CH:15]=[C:14]([N:12]2[CH2:13][C:8]3[CH:7]=[N:6][C:5]4[N:26]([S:27]([C:30]5[CH:35]=[CH:34][CH:33]=[CH:32][CH:31]=5)(=[O:29])=[O:28])[C:2]([C:46]5[CH:45]=[CH:44][C:43]([N:40]6[CH2:41][CH2:42][N:37]([CH3:36])[CH2:38][CH2:39]6)=[CH:48][CH:47]=5)=[CH:3][C:4]=4[C:9]=3[N:10]([CH3:25])[C:11]2=[O:24])[CH:19]=[C:18]([O:20][CH3:21])[CH:17]=1. The yield is 0.860. (3) The reactants are [OH:1][C:2]1[C:7]([N+:8]([O-])=O)=[CH:6][C:5]([C:11]23[CH2:20][CH:15]4[CH2:16][CH:17]([CH2:19][C:13]([C:21]56[CH2:30][CH:25]7[CH2:26][CH:27]([CH2:29][CH:23]([CH2:24]7)[CH2:22]5)[CH2:28]6)([CH2:14]4)[CH2:12]2)[CH2:18]3)=[CH:4][C:3]=1[C:31]1[CH:36]=[C:35]([C:37]23[CH2:46][CH:41]4[CH2:42][CH:43]([CH2:45][C:39]([C:47]56[CH2:56][CH:51]7[CH2:52][CH:53]([CH2:55][CH:49]([CH2:50]7)[CH2:48]5)[CH2:54]6)([CH2:40]4)[CH2:38]2)[CH2:44]3)[CH:34]=[C:33]([N+:57]([O-])=O)[C:32]=1[OH:60]. The catalyst is [Pd].CN(C)C=O. The product is [OH:1][C:2]1[C:7]([NH2:8])=[CH:6][C:5]([C:11]23[CH2:20][CH:15]4[CH2:16][CH:17]([CH2:19][C:13]([C:21]56[CH2:22][CH:23]7[CH2:24][CH:25]([CH2:26][CH:27]([CH2:29]7)[CH2:28]5)[CH2:30]6)([CH2:14]4)[CH2:12]2)[CH2:18]3)=[CH:4][C:3]=1[C:31]1[CH:36]=[C:35]([C:37]23[CH2:46][CH:41]4[CH2:42][CH:43]([CH2:45][C:39]([C:47]56[CH2:48][CH:49]7[CH2:55][CH:53]([CH2:52][CH:51]([CH2:50]7)[CH2:56]5)[CH2:54]6)([CH2:40]4)[CH2:38]2)[CH2:44]3)[CH:34]=[C:33]([NH2:57])[C:32]=1[OH:60]. The yield is 0.920. (4) The reactants are [CH3:1][O:2][C:3](=[O:28])[CH2:4][CH2:5][CH2:6][CH2:7][CH2:8][O:9][C:10]1[CH:15]=[CH:14][C:13]([NH:16][C:17](=[O:27])[CH2:18][O:19]CC2C=CC=CC=2)=[CH:12][CH:11]=1. The catalyst is CO.[Pd]. The product is [CH3:1][O:2][C:3](=[O:28])[CH2:4][CH2:5][CH2:6][CH2:7][CH2:8][O:9][C:10]1[CH:11]=[CH:12][C:13]([NH:16][C:17](=[O:27])[CH2:18][OH:19])=[CH:14][CH:15]=1. The yield is 0.653. (5) The reactants are [F:1][C:2]1[CH:30]=[CH:29][CH:28]=[CH:27][C:3]=1[N:4]([CH2:16][C:17]1[CH:18]=[C:19]([CH:24]=[CH:25][CH:26]=1)[C:20]([O:22]C)=[O:21])[C:5]([O:7][C@@H:8]1[CH:13]2[CH2:14][CH2:15][N:10]([CH2:11][CH2:12]2)[CH2:9]1)=[O:6].O.[OH-].[Li+]. The catalyst is O1CCCC1.CO.O. The product is [F:1][C:2]1[CH:30]=[CH:29][CH:28]=[CH:27][C:3]=1[N:4]([CH2:16][C:17]1[CH:18]=[C:19]([CH:24]=[CH:25][CH:26]=1)[C:20]([OH:22])=[O:21])[C:5]([O:7][C@@H:8]1[CH:13]2[CH2:14][CH2:15][N:10]([CH2:11][CH2:12]2)[CH2:9]1)=[O:6]. The yield is 0.880. (6) The reactants are N1C=CN=C1.C([O:9][C:10]1[CH:31]=[CH:30][C:13]([CH:14]2[C:23](=[O:24])[C:22]3[C:17](=[CH:18][C:19]([O:26]C(=O)C)=[CH:20][C:21]=3[CH3:25])[O:16][CH2:15]2)=[CH:12][CH:11]=1)(=O)C. The catalyst is C(O)C. The product is [OH:9][C:10]1[CH:11]=[CH:12][C:13]([CH:14]2[C:23](=[O:24])[C:22]3[C:17](=[CH:18][C:19]([OH:26])=[CH:20][C:21]=3[CH3:25])[O:16][CH2:15]2)=[CH:30][CH:31]=1. The yield is 0.660. (7) The reactants are CS(C)=O.C(Cl)(=O)C(Cl)=O.[CH:11]([N:24]1[CH2:27][CH:26]([OH:28])[CH2:25]1)([C:18]1[CH:23]=[CH:22][CH:21]=[CH:20][CH:19]=1)[C:12]1[CH:17]=[CH:16][CH:15]=[CH:14][CH:13]=1.C(N(CC)CC)C. The catalyst is C(Cl)Cl. The product is [CH:11]([N:24]1[CH2:27][C:26](=[O:28])[CH2:25]1)([C:18]1[CH:23]=[CH:22][CH:21]=[CH:20][CH:19]=1)[C:12]1[CH:13]=[CH:14][CH:15]=[CH:16][CH:17]=1. The yield is 1.05.